From a dataset of Forward reaction prediction with 1.9M reactions from USPTO patents (1976-2016). Predict the product of the given reaction. (1) The product is: [CH3:11][C:7]1[N:6]=[C:5]([C:3]2[N:4]=[C:18]([C:17]3[CH:20]=[CH:21][CH:22]=[C:15]([N+:12]([O-:14])=[O:13])[CH:16]=3)[NH:1][N:2]=2)[CH:10]=[CH:9][CH:8]=1. Given the reactants [NH2:1][NH:2][C:3]([C:5]1[CH:10]=[CH:9][CH:8]=[C:7]([CH3:11])[N:6]=1)=[NH:4].[N+:12]([C:15]1[CH:16]=[C:17]([CH:20]=[CH:21][CH:22]=1)[CH:18]=O)([O-:14])=[O:13], predict the reaction product. (2) Given the reactants [CH3:1][C@H:2]1[O:7][C@@H:6]([CH3:8])[CH2:5][N:4]([C:9]2[S:10][C:11]([C:16]3[CH:21]=[C:20]([CH3:22])[N:19]=[C:18]([CH3:23])[CH:17]=3)=[C:12](C#N)[N:13]=2)[CH2:3]1.[NH3:24].[H][H].[CH3:27]O, predict the reaction product. The product is: [CH3:8][C@H:6]1[O:7][C@@H:2]([CH3:1])[CH2:3][N:4]([C:9]2[S:10][C:11]([C:16]3[CH:21]=[C:20]([CH3:22])[N:19]=[C:18]([CH3:23])[CH:17]=3)=[C:12]([NH:24][CH3:27])[N:13]=2)[CH2:5]1. (3) Given the reactants S(C1C=CC(C)=CC=1)(O)(=O)=O.[F:12][C:13]1[CH:26]=[CH:25][C:16]([C:17]([CH:19]2[CH2:24][CH2:23][NH:22][CH2:21][CH2:20]2)=[O:18])=[CH:15][CH:14]=1.C(=O)([O-])[O-].[K+].[K+].[Cl:33][C:34]1[CH:39]=[CH:38][C:37]([S:40]([NH:43][CH:44]2[CH2:53][CH2:52][C:51]3[C:50]([CH2:54][CH2:55][C:56]([O:58]C)=[O:57])=[CH:49][C:48]([CH2:60][CH2:61]OS(C4C=CC(C)=CC=4)(=O)=O)=[CH:47][C:46]=3[CH2:45]2)(=[O:42])=[O:41])=[CH:36][CH:35]=1, predict the reaction product. The product is: [Cl:33][C:34]1[CH:35]=[CH:36][C:37]([S:40]([NH:43][CH:44]2[CH2:53][CH2:52][C:51]3[C:50]([CH2:54][CH2:55][C:56]([OH:58])=[O:57])=[CH:49][C:48]([CH2:60][CH2:61][N:22]4[CH2:23][CH2:24][CH:19]([C:17](=[O:18])[C:16]5[CH:15]=[CH:14][C:13]([F:12])=[CH:26][CH:25]=5)[CH2:20][CH2:21]4)=[CH:47][C:46]=3[CH2:45]2)(=[O:42])=[O:41])=[CH:38][CH:39]=1. (4) Given the reactants [NH2:1][C:2]1[S:6][N:5]=[C:4]([CH3:7])[C:3]=1[C:8]([NH:10][C:11]1[CH:16]=[CH:15][CH:14]=[CH:13][C:12]=1[CH2:17][CH3:18])=[O:9].Cl[C:20]1[CH:25]=[CH:24][N:23]=[C:22]([C:26]#[N:27])[N:21]=1.C(=O)([O-])[O-].[Cs+].[Cs+].CC1(C)C2C(=C(P(C3C=CC=CC=3)C3C=CC=CC=3)C=CC=2)OC2C(P(C3C=CC=CC=3)C3C=CC=CC=3)=CC=CC1=2, predict the reaction product. The product is: [C:26]([C:22]1[N:23]=[C:24]([NH:1][C:2]2[S:6][N:5]=[C:4]([CH3:7])[C:3]=2[C:8]([NH:10][C:11]2[CH:16]=[CH:15][CH:14]=[CH:13][C:12]=2[CH2:17][CH3:18])=[O:9])[CH:25]=[CH:20][N:21]=1)#[N:27]. (5) The product is: [CH3:30][O:31][C:32]1[CH:43]=[C:42]([O:44][CH3:45])[CH:41]=[CH:40][C:33]=1[CH2:34][NH:35][C:36](=[O:39])[CH2:37][CH:17]1[CH2:18][CH2:19][C:14]([O:13][CH2:11][CH3:12])=[CH:15][C:16]1=[O:20]. Given the reactants C[Si](C)(C)[N-][Si](C)(C)C.[Li+].[CH2:11]([O:13][C:14]1[CH2:19][CH2:18][CH2:17][C:16](=[O:20])[CH:15]=1)[CH3:12].CN1CCCN(C)C1=O.[CH3:30][O:31][C:32]1[CH:43]=[C:42]([O:44][CH3:45])[CH:41]=[CH:40][C:33]=1[CH2:34][NH:35][C:36](=[O:39])[CH2:37]I, predict the reaction product. (6) Given the reactants C(OC([N:8]1[C:16]2[C:11](=[CH:12][CH:13]=[C:14]([Cl:17])[CH:15]=2)/[C:10](=[CH:18]/[C:19]2[CH:24]=[C:23]([Cl:25])[CH:22]=[CH:21][C:20]=2[O:26][C:27]([C:30]([O:32][CH2:33][CH3:34])=[O:31])([CH3:29])[CH3:28])/[C:9]1=[O:35])=O)(C)(C)C.[Cl:36][C:37]1[CH:38]=[CH:39][C:40]([O:52][CH3:53])=[C:41]([CH:43]=[N:44][C:45]([O:47][Si](C)(C)C)=[CH2:46])[CH:42]=1, predict the reaction product. The product is: [Cl:17][C:14]1[CH:15]=[C:16]2[NH:8][C:9](=[O:35])[C:10]3([CH:18]([C:19]4[CH:24]=[C:23]([Cl:25])[CH:22]=[CH:21][C:20]=4[O:26][C:27]([C:30]([O:32][CH2:33][CH3:34])=[O:31])([CH3:29])[CH3:28])[CH2:47][C:45](=[O:46])[NH:44][CH:43]3[C:41]3[CH:42]=[C:37]([Cl:36])[CH:38]=[CH:39][C:40]=3[O:52][CH3:53])[C:11]2=[CH:12][CH:13]=1. (7) Given the reactants [CH3:1][C:2]([CH3:5])([O-])[CH3:3].[K+].CC(N(C)C)=O.[CH:13]([NH2:15])=O.BrC1[C:26]2[N:27]=[CH:28][NH:29][C:25]=2[C:24]2[CH:23]=[CH:22][CH:21]=[CH:20][C:19]=2[N:18]=1, predict the reaction product. The product is: [CH2:1]([N:29]1[C:25]2[C:24]3[CH:23]=[CH:22][CH:21]=[CH:20][C:19]=3[N:18]=[C:13]([NH2:15])[C:26]=2[N:27]=[CH:28]1)[CH:2]([CH3:5])[CH3:3]. (8) Given the reactants [NH2:1][C:2]1[CH:7]=[CH:6][CH:5]=[CH:4][C:3]=1/[CH:8]=[C:9](\[F:15])/[C:10]([O:12][CH2:13][CH3:14])=[O:11].[F:16][C:17]([F:28])([F:27])[C:18]1[CH:19]=[C:20]([CH:24]=[CH:25][CH:26]=1)[C:21](Cl)=[O:22], predict the reaction product. The product is: [F:15]/[C:9](=[CH:8]\[C:3]1[CH:4]=[CH:5][CH:6]=[CH:7][C:2]=1[NH:1][C:21](=[O:22])[C:20]1[CH:24]=[CH:25][CH:26]=[C:18]([C:17]([F:16])([F:27])[F:28])[CH:19]=1)/[C:10]([O:12][CH2:13][CH3:14])=[O:11]. (9) Given the reactants [OH:1][CH2:2][CH2:3][C:4]1[C:8]2[CH:9]=[CH:10][C:11]([OH:13])=[CH:12][C:7]=2[O:6][CH:5]=1.C([O-])([O-])=O.[Cs+].[Cs+].Cl.Cl[C:22]1[S:23][C:24]2[C:25]([N:30]=1)=[N:26][CH:27]=[CH:28][CH:29]=2, predict the reaction product. The product is: [S:23]1[C:24]2[C:25](=[N:26][CH:27]=[CH:28][CH:29]=2)[N:30]=[C:22]1[O:13][C:11]1[CH:10]=[CH:9][C:8]2[C:4]([CH2:3][CH2:2][OH:1])=[CH:5][O:6][C:7]=2[CH:12]=1.